This data is from Reaction yield outcomes from USPTO patents with 853,638 reactions. The task is: Predict the reaction yield, written as a fraction of the theoretical maximum amount of product (1.0 means a 100% yield; for example, 0.34 means a 34% yield). (1) The reactants are [Cl:1][C:2]1[C:33]([F:34])=[CH:32][CH:31]=[CH:30][C:3]=1[CH2:4][NH:5][C:6](=[O:29])[N:7]([CH:9]([CH2:25][CH2:26][CH:27]=O)[CH2:10][O:11][C:12](=[O:24])[NH:13][C:14]1[N:15]=[CH:16][C:17]2[C:22]([CH:23]=1)=[CH:21][CH:20]=[CH:19][CH:18]=2)[CH3:8].[C:35]([O:39][C:40](=[O:45])[NH:41][CH2:42][CH2:43][NH2:44])([CH3:38])([CH3:37])[CH3:36].C(O[BH-](OC(=O)C)OC(=O)C)(=O)C.[Na+]. The catalyst is ClCCCl.CC(O)=O. The product is [C:35]([O:39][C:40]([NH:41][CH2:42][CH2:43][NH:44][CH2:27][CH2:26][CH2:25][CH:9]([N:7]([CH3:8])[C:6]([NH:5][CH2:4][C:3]1[CH:30]=[CH:31][CH:32]=[C:33]([F:34])[C:2]=1[Cl:1])=[O:29])[CH2:10][O:11][C:12](=[O:24])[NH:13][C:14]1[N:15]=[CH:16][C:17]2[C:22]([CH:23]=1)=[CH:21][CH:20]=[CH:19][CH:18]=2)=[O:45])([CH3:38])([CH3:36])[CH3:37]. The yield is 0.250. (2) The catalyst is C1COCC1. The yield is 0.200. The reactants are [Br:1][C:2]1[CH:3]=[CH:4][C:5]2[NH:6][C:7]3[C:12]([C:13]=2[CH:14]=1)=[CH:11][C:10]([Br:15])=[CH:9][CH:8]=3.C1(P(C2C=CC=CC=2)C2C=CC=CC=2)C=CC=CC=1.N([C:37]([O:39][CH2:40][CH3:41])=O)=N[C:37]([O:39][CH2:40][CH3:41])=O. The product is [Br:15][C:10]1[CH:9]=[CH:8][C:7]2[N:6]([CH2:41][C@H:40]3[CH2:37][O:39]3)[C:5]3[C:13]([C:12]=2[CH:11]=1)=[CH:14][C:2]([Br:1])=[CH:3][CH:4]=3. (3) The catalyst is CN(C=O)C. The yield is 0.410. The product is [F:1][C:2]1[C:3]([CH3:13])=[C:4]2[C:9](=[CH:10][CH:11]=1)[N:8]([CH2:17][CH2:18][CH2:19][N:28]1[CH2:29][CH2:30][CH:25]([O:24][CH2:21][CH2:22][CH3:23])[CH2:26][CH2:27]1)[C:7](=[O:12])[CH2:6][CH2:5]2. The reactants are [F:1][C:2]1[C:3]([CH3:13])=[C:4]2[C:9](=[CH:10][CH:11]=1)[NH:8][C:7](=[O:12])[CH2:6][CH2:5]2.[H-].[Na+].Cl[CH2:17][CH2:18][CH2:19]I.[CH2:21]([O:24][CH:25]1[CH2:30][CH2:29][NH:28][CH2:27][CH2:26]1)[CH2:22][CH3:23].[Na+].[I-].C([O-])([O-])=O.[K+].[K+]. (4) The reactants are [N:1]1[CH:6]=[CH:5][CH:4]=[CH:3][C:2]=1[CH2:7][OH:8].C1N=CN([C:14](N2C=NC=C2)=[O:15])C=1.[NH2:21][CH:22]1[CH2:27][CH2:26][CH:25]([CH2:28][O:29][C:30]([N:32]2[CH2:36][CH2:35][CH2:34][CH2:33]2)=[O:31])[CH2:24][CH2:23]1. The catalyst is C1COCC1.O. The product is [N:1]1[CH:6]=[CH:5][CH:4]=[CH:3][C:2]=1[CH2:7][O:8][C:14]([NH:21][CH:22]1[CH2:27][CH2:26][CH:25]([CH2:28][O:29][C:30]([N:32]2[CH2:36][CH2:35][CH2:34][CH2:33]2)=[O:31])[CH2:24][CH2:23]1)=[O:15]. The yield is 0.430. (5) The reactants are [C:1]1([S:7]([N:10]2[C:14]3=[N:15][CH:16]=[C:17]([Cl:19])[CH:18]=[C:13]3[C:12]([CH2:20][C:21]3[CH:22]=[CH:23][C:24]([NH2:27])=[N:25][CH:26]=3)=[CH:11]2)(=[O:9])=[O:8])[CH:6]=[CH:5][CH:4]=[CH:3][CH:2]=1.C(O)(=O)C.[F:32][C:33]1[CH:34]=[C:35]([CH:39]=O)[CH:36]=[N:37][CH:38]=1.C([BH3-])#N.[Na+].C(=O)([O-])[O-].[K+].[K+]. The catalyst is C(O)C. The product is [C:1]1([S:7]([N:10]2[C:14]3=[N:15][CH:16]=[C:17]([Cl:19])[CH:18]=[C:13]3[C:12]([CH2:20][C:21]3[CH:22]=[CH:23][C:24]([NH:27][CH2:39][C:35]4[CH:36]=[N:37][CH:38]=[C:33]([F:32])[CH:34]=4)=[N:25][CH:26]=3)=[CH:11]2)(=[O:9])=[O:8])[CH:6]=[CH:5][CH:4]=[CH:3][CH:2]=1. The yield is 0.590. (6) The reactants are [F:1][C:2]([F:7])([F:6])[C:3]([OH:5])=[O:4].[CH3:8][C:9]1([CH3:43])[CH2:14][CH2:13][C:12]([C:15]2[CH:20]=[C:19]([C:21]3([N:27]4[CH2:32][CH2:31][NH:30][CH2:29][CH2:28]4)[CH2:26][CH2:25][O:24][CH2:23][CH2:22]3)[CH:18]=[CH:17][C:16]=2[NH:33][C:34]([C:36]2[NH:37][C:38]([C:41]#[N:42])=[CH:39][N:40]=2)=[O:35])=[CH:11][CH2:10]1.CCN(CC)CC.Br[CH2:52][C:53]([O:55]CC)=[O:54].[OH-].[K+]. The catalyst is C(Cl)Cl.O. The product is [F:1][C:2]([F:7])([F:6])[C:3]([OH:5])=[O:4].[C:41]([C:38]1[NH:37][C:36]([C:34]([NH:33][C:16]2[CH:17]=[CH:18][C:19]([C:21]3([N:27]4[CH2:32][CH2:31][N:30]([CH2:52][C:53]([OH:55])=[O:54])[CH2:29][CH2:28]4)[CH2:22][CH2:23][O:24][CH2:25][CH2:26]3)=[CH:20][C:15]=2[C:12]2[CH2:13][CH2:14][C:9]([CH3:43])([CH3:8])[CH2:10][CH:11]=2)=[O:35])=[N:40][CH:39]=1)#[N:42]. The yield is 0.910.